Task: Predict the product of the given reaction.. Dataset: Forward reaction prediction with 1.9M reactions from USPTO patents (1976-2016) (1) The product is: [C:17]([O:16][C:14]([N:21]1[CH2:26][CH2:25][CH2:24][C:23]([C:10]2[CH:11]=[CH:12][C:7]([Br:6])=[CH:8][CH:9]=2)([OH:27])[CH2:22]1)=[O:15])([CH3:20])([CH3:18])[CH3:19]. Given the reactants C([Li])CCC.[Br:6][C:7]1[CH:12]=[CH:11][C:10](I)=[CH:9][CH:8]=1.[C:14]([N:21]1[CH2:26][CH2:25][CH2:24][C:23](=[O:27])[CH2:22]1)([O:16][C:17]([CH3:20])([CH3:19])[CH3:18])=[O:15], predict the reaction product. (2) Given the reactants [F:1][C:2]1[CH:11]=[CH:10][C:9]([OH:12])=[C:8]2[C:3]=1[CH:4]=[CH:5][CH:6]=[N:7]2.C(Cl)Cl.C(N(CC)CC)C.[F:23][C:24]([F:37])([F:36])[S:25](O[S:25]([C:24]([F:37])([F:36])[F:23])(=[O:27])=[O:26])(=[O:27])=[O:26], predict the reaction product. The product is: [F:1][C:2]1[CH:11]=[CH:10][C:9]([O:12][S:25]([C:24]([F:37])([F:36])[F:23])(=[O:27])=[O:26])=[C:8]2[C:3]=1[CH:4]=[CH:5][CH:6]=[N:7]2. (3) Given the reactants CS(O[CH2:6][CH2:7][CH:8]([C:12]1[CH:17]=[C:16]([CH3:18])[CH:15]=[CH:14][C:13]=1[O:19][CH3:20])[CH:9]([CH3:11])[CH3:10])(=O)=O.[C-:21]#[N:22].[Na+].CCOC(C)=O.O, predict the reaction product. The product is: [CH3:20][O:19][C:13]1[CH:14]=[CH:15][C:16]([CH3:18])=[CH:17][C:12]=1[CH:8]([CH:9]([CH3:11])[CH3:10])[CH2:7][CH2:6][C:21]#[N:22]. (4) Given the reactants [Cl:1][C:2]1[CH:3]=[CH:4][C:5]2[NH:11][C:10]3[CH:12]=[CH:13][CH:14]=[CH:15][C:9]=3[C:8]([N:16]3[CH2:21][CH2:20][NH:19][CH2:18][CH2:17]3)=[N:7][C:6]=2[CH:22]=1.Cl[C:24]([O:26][CH2:27][CH2:28][CH2:29][CH2:30][CH2:31][CH2:32][CH2:33][CH2:34][CH2:35][CH2:36][CH2:37][CH3:38])=[O:25], predict the reaction product. The product is: [CH2:27]([O:26][C:24]([N:19]1[CH2:20][CH2:21][N:16]([C:8]2[C:9]3[CH:15]=[CH:14][CH:13]=[CH:12][C:10]=3[NH:11][C:5]3[CH:4]=[CH:3][C:2]([Cl:1])=[CH:22][C:6]=3[N:7]=2)[CH2:17][CH2:18]1)=[O:25])[CH2:28][CH2:29][CH2:30][CH2:31][CH2:32][CH2:33][CH2:34][CH2:35][CH2:36][CH2:37][CH3:38]. (5) Given the reactants [O:1]=[C:2]1[CH2:7][CH2:6][CH:5]([C:8]([O:10][CH2:11][CH3:12])=[O:9])[CH2:4][CH2:3]1.O.[CH2:14](OCC)C, predict the reaction product. The product is: [OH:1][C:2]1([CH3:14])[CH2:7][CH2:6][CH:5]([C:8]([O:10][CH2:11][CH3:12])=[O:9])[CH2:4][CH2:3]1.